Dataset: Forward reaction prediction with 1.9M reactions from USPTO patents (1976-2016). Task: Predict the product of the given reaction. (1) Given the reactants [Br:1][C:2]1[CH:7]=[CH:6][C:5]([NH2:8])=[CH:4][CH:3]=1.[C:9]([O:13][C:14]([N:16]1[CH2:21][CH2:20][C:19](=O)[CH2:18][CH2:17]1)=[O:15])([CH3:12])([CH3:11])[CH3:10], predict the reaction product. The product is: [C:9]([O:13][C:14]([N:16]1[CH2:21][CH2:20][CH:19]([NH:8][C:5]2[CH:6]=[CH:7][C:2]([Br:1])=[CH:3][CH:4]=2)[CH2:18][CH2:17]1)=[O:15])([CH3:12])([CH3:10])[CH3:11]. (2) The product is: [F:12][C:13]1[CH:20]=[CH:19][C:18]([F:21])=[CH:17][C:14]=1[CH:15]([OH:16])[C:2]1[S:3][CH:4]=[CH:5][N:6]=1. Given the reactants Br[C:2]1[S:3][CH:4]=[CH:5][N:6]=1.C([Li])CCC.[F:12][C:13]1[CH:20]=[CH:19][C:18]([F:21])=[CH:17][C:14]=1[CH:15]=[O:16], predict the reaction product. (3) Given the reactants [OH-].[Li+].[CH2:3]1[CH:14]2[CH:6]([NH:7][C:8]3[C:9]([C:15]([NH:17][C@@H:18]([CH3:24])[C:19]([O:21]CC)=[O:20])=[O:16])=[CH:10][CH:11]=[CH:12][C:13]=32)[CH2:5][CH2:4]1, predict the reaction product. The product is: [CH2:3]1[CH:14]2[CH:6]([NH:7][C:8]3[C:9]([C:15]([NH:17][C@@H:18]([CH3:24])[C:19]([OH:21])=[O:20])=[O:16])=[CH:10][CH:11]=[CH:12][C:13]=32)[CH2:5][CH2:4]1. (4) The product is: [ClH:32].[ClH:32].[NH:23]1[C:19]([C:14]2[C:13]([CH2:12][O:11][C:8]3[C:5]([CH:6]=[O:7])=[CH:4][C:3]([O:2][CH3:1])=[N:10][CH:9]=3)=[CH:18][CH:17]=[CH:16][N:15]=2)=[CH:20][CH:21]=[N:22]1. Given the reactants [CH3:1][O:2][C:3]1[CH:4]=[C:5]([C:8]([O:11][CH2:12][C:13]2[C:14]([C:19]3[N:23](COCC[Si](C)(C)C)[N:22]=[CH:21][CH:20]=3)=[N:15][CH:16]=[CH:17][CH:18]=2)=[CH:9][N:10]=1)[CH:6]=[O:7].[ClH:32], predict the reaction product. (5) Given the reactants Cl[C:2]1[C:7]([CH3:8])=[C:6]([Cl:9])[N:5]=[CH:4][N:3]=1.[OH:10][C:11]1[CH:37]=[CH:36][CH:35]=[CH:34][C:12]=1[CH2:13][NH:14][C:15]([NH:17][C:18]1[N:22]([C:23]2[CH:28]=[CH:27][C:26]([CH3:29])=[CH:25][CH:24]=2)[N:21]=[C:20]([C:30]([CH3:33])([CH3:32])[CH3:31])[CH:19]=1)=[O:16].[OH-].[Na+].[Cl-].[NH4+], predict the reaction product. The product is: [Cl:9][C:6]1[N:5]=[CH:4][N:3]=[C:2]([O:10][C:11]2[CH:37]=[CH:36][CH:35]=[CH:34][C:12]=2[CH2:13][NH:14][C:15]([NH:17][C:18]2[N:22]([C:23]3[CH:28]=[CH:27][C:26]([CH3:29])=[CH:25][CH:24]=3)[N:21]=[C:20]([C:30]([CH3:32])([CH3:33])[CH3:31])[CH:19]=2)=[O:16])[C:7]=1[CH3:8]. (6) Given the reactants O[CH2:2][C:3]1[CH:4]=[N:5][CH:6]=[C:7]([C:10]=1[CH3:11])[C:8]#[N:9].S(Cl)([Cl:14])=O, predict the reaction product. The product is: [Cl:14][CH2:2][C:3]1[CH:4]=[N:5][CH:6]=[C:7]([C:10]=1[CH3:11])[C:8]#[N:9]. (7) Given the reactants [Cl:1][C:2]1[CH:3]=[C:4]([C:10]2[C:11]([CH3:26])=[N:12][N:13]([CH2:16][C:17]3[CH:25]=[CH:24][C:20]([C:21](Cl)=[O:22])=[CH:19][CH:18]=3)[C:14]=2[CH3:15])[CH:5]=[CH:6][C:7]=1[C:8]#[N:9].[CH3:27][NH2:28].C1COCC1.O, predict the reaction product. The product is: [Cl:1][C:2]1[CH:3]=[C:4]([C:10]2[C:11]([CH3:26])=[N:12][N:13]([CH2:16][C:17]3[CH:25]=[CH:24][C:20]([C:21]([NH:28][CH3:27])=[O:22])=[CH:19][CH:18]=3)[C:14]=2[CH3:15])[CH:5]=[CH:6][C:7]=1[C:8]#[N:9]. (8) Given the reactants [Br:1][C:2]1[CH:14]=[CH:13][C:12]2[C:11]3[C:6](=[CH:7][C:8]([Br:15])=[CH:9][CH:10]=3)[NH:5][C:4]=2[CH:3]=1.Br[CH2:17][CH:18]([CH2:27][CH2:28][CH2:29][CH2:30][CH2:31][CH3:32])[CH2:19][CH2:20][CH2:21][CH2:22][CH2:23][CH2:24][CH2:25][CH3:26].[OH-].[Na+], predict the reaction product. The product is: [Br:1][C:2]1[CH:14]=[CH:13][C:12]2[C:11]3[C:6](=[CH:7][C:8]([Br:15])=[CH:9][CH:10]=3)[N:5]([CH2:17][CH:18]([CH2:27][CH2:28][CH2:29][CH2:30][CH2:31][CH3:32])[CH2:19][CH2:20][CH2:21][CH2:22][CH2:23][CH2:24][CH2:25][CH3:26])[C:4]=2[CH:3]=1. (9) Given the reactants [NH2:1][CH:2]([CH3:15])[CH2:3][N:4]1[C:12]2[N:11]=[CH:10][NH:9][C:8]=2[C:7](=[O:13])[NH:6][C:5]1=[S:14].[CH3:16][O:17][C:18]1[CH:33]=[CH:32][CH:31]=[CH:30][C:19]=1[O:20][CH2:21][CH2:22][N:23]1[CH:27]=[CH:26][CH:25]=[C:24]1[CH:28]=O, predict the reaction product. The product is: [CH3:16][O:17][C:18]1[CH:33]=[CH:32][CH:31]=[CH:30][C:19]=1[O:20][CH2:21][CH2:22][N:23]1[CH:27]=[CH:26][CH:25]=[C:24]1[CH2:28][NH:1][CH:2]([CH3:15])[CH2:3][N:4]1[C:12]2[N:11]=[CH:10][NH:9][C:8]=2[C:7](=[O:13])[NH:6][C:5]1=[S:14].